Dataset: Full USPTO retrosynthesis dataset with 1.9M reactions from patents (1976-2016). Task: Predict the reactants needed to synthesize the given product. (1) Given the product [CH3:50][C:14]1([CH3:13])[CH2:18][C:17]2[CH:19]=[C:20]([N:23]3[C:28](=[O:29])[C:27]([CH2:30][C:31]4[CH:36]=[CH:35][C:34]([C:37]5[CH:42]=[CH:41][CH:40]=[CH:39][C:38]=5[C:43]5[NH:3][C:4](=[O:7])[O:5][N:44]=5)=[CH:33][CH:32]=4)=[C:26]([CH2:45][CH2:46][CH3:47])[N:25]=[C:24]3[O:48][CH3:49])[CH:21]=[CH:22][C:16]=2[O:15]1, predict the reactants needed to synthesize it. The reactants are: [Cl-].O[NH3+:3].[C:4](=[O:7])([O-])[OH:5].[Na+].CS(C)=O.[CH3:13][C:14]1([CH3:50])[CH2:18][C:17]2[CH:19]=[C:20]([N:23]3[C:28](=[O:29])[C:27]([CH2:30][C:31]4[CH:36]=[CH:35][C:34]([C:37]5[C:38]([C:43]#[N:44])=[CH:39][CH:40]=[CH:41][CH:42]=5)=[CH:33][CH:32]=4)=[C:26]([CH2:45][CH2:46][CH3:47])[N:25]=[C:24]3[O:48][CH3:49])[CH:21]=[CH:22][C:16]=2[O:15]1. (2) Given the product [CH:51]1([S:50][C:47]2[CH:48]=[CH:49][C:44]([C:42](=[CH:19][CH:20]3[CH2:21][CH2:22][O:23][CH2:24][CH2:25]3)[C:41]([O:40][CH2:38][CH3:39])=[O:54])=[CH:45][CH:46]=2)[CH2:52][CH2:53]1, predict the reactants needed to synthesize it. The reactants are: [Li+].C[Si]([N-][Si](C)(C)C)(C)C.[I-].C1([P+](C2C=CC=CC=2)(C2C=CC=CC=2)[CH2:19][CH:20]2[CH2:25][CH2:24][O:23][CH2:22][CH2:21]2)C=CC=CC=1.[CH2:38]([O:40][C:41](=[O:54])[C:42]([C:44]1[CH:49]=[CH:48][C:47]([S:50][CH:51]2[CH2:53][CH2:52]2)=[CH:46][CH:45]=1)=O)[CH3:39].Cl. (3) Given the product [C:4]([O:8][C:9](=[O:28])[CH2:10][O:11][CH:12]1[CH2:16][CH:15]([NH2:17])[CH:14]=[CH:13]1)([CH3:7])([CH3:5])[CH3:6], predict the reactants needed to synthesize it. The reactants are: O.NN.[C:4]([O:8][C:9](=[O:28])[CH2:10][O:11][C@H:12]1[CH2:16][C@H:15]([N:17]2C(=O)C3C(=CC=CC=3)C2=O)[CH:14]=[CH:13]1)([CH3:7])([CH3:6])[CH3:5]. (4) Given the product [Cl:7][C:8]1[N:16]=[C:15]2[C:11]([N:12]=[CH:13][N:14]2[C@H:17]2[CH2:21][CH2:20][N:19]([C:22]([O:24][C:25]([CH3:28])([CH3:27])[CH3:26])=[O:23])[CH2:18]2)=[C:10]([N:1]2[CH2:6][CH2:5][O:4][CH2:3][CH2:2]2)[N:9]=1, predict the reactants needed to synthesize it. The reactants are: [NH:1]1[CH2:6][CH2:5][O:4][CH2:3][CH2:2]1.[Cl:7][C:8]1[N:16]=[C:15]2[C:11]([N:12]=[CH:13][N:14]2[C@H:17]2[CH2:21][CH2:20][N:19]([C:22]([O:24][C:25]([CH3:28])([CH3:27])[CH3:26])=[O:23])[CH2:18]2)=[C:10](Cl)[N:9]=1.